Dataset: Peptide-MHC class I binding affinity with 185,985 pairs from IEDB/IMGT. Task: Regression. Given a peptide amino acid sequence and an MHC pseudo amino acid sequence, predict their binding affinity value. This is MHC class I binding data. (1) The peptide sequence is AVDADDSHF. The MHC is HLA-A02:12 with pseudo-sequence HLA-A02:12. The binding affinity (normalized) is 0.0847. (2) The peptide sequence is RQIINTWHKV. The MHC is HLA-B27:05 with pseudo-sequence HLA-B27:05. The binding affinity (normalized) is 0.751. (3) The peptide sequence is HQIWLALRY. The MHC is HLA-B39:01 with pseudo-sequence HLA-B39:01. The binding affinity (normalized) is 0.0847. (4) The peptide sequence is LLLIALWNL. The MHC is HLA-A23:01 with pseudo-sequence HLA-A23:01. The binding affinity (normalized) is 0. (5) The peptide sequence is ITMYVAFEQ. The MHC is HLA-B15:17 with pseudo-sequence HLA-B15:17. The binding affinity (normalized) is 0.0847. (6) The peptide sequence is ISSTPLAENT. The binding affinity (normalized) is 0.366. The MHC is HLA-B58:01 with pseudo-sequence HLA-B58:01. (7) The peptide sequence is KLDAWLLPF. The MHC is SLA-10401 with pseudo-sequence SLA-10401. The binding affinity (normalized) is 0.872. (8) The peptide sequence is SYIPSAEKI. The MHC is H-2-Db with pseudo-sequence H-2-Db. The binding affinity (normalized) is 0.0589. (9) The peptide sequence is RESIVCYFM. The MHC is HLA-A30:01 with pseudo-sequence HLA-A30:01. The binding affinity (normalized) is 0.213. (10) The peptide sequence is IPRNRDNLL. The MHC is HLA-B57:01 with pseudo-sequence HLA-B57:01. The binding affinity (normalized) is 0.0847.